From a dataset of Full USPTO retrosynthesis dataset with 1.9M reactions from patents (1976-2016). Predict the reactants needed to synthesize the given product. (1) Given the product [F:24][C@@H:6]1[C@@H:5]([OH:4])[C@H:14]([OH:15])[C@@H:13]([CH2:19][OH:20])[O:12][CH:7]1[O:8][CH2:9][CH2:10][Cl:11], predict the reactants needed to synthesize it. The reactants are: C([O:4][C@H:5]1[C@H:14]([O:15]C(=O)C)[C@@H:13]([CH2:19][O:20]C(=O)C)[O:12][CH:7]([O:8][CH2:9][CH2:10][Cl:11])[C@@H:6]1[F:24])(=O)C.O(C)[Na]. (2) Given the product [S:45]1[CH:9]=[CH:10][N:11]=[C:12]1[NH:8][C:6](=[O:7])[N:3]([CH3:4])[CH2:2][CH2:1][CH2:30][O:29][C:17]1[CH:18]=[CH:19][C:20]2[C:21]([C:25]([F:28])([F:27])[F:26])=[N:22][O:23][C:24]=2[C:16]=1[CH2:13][CH2:14][CH3:15], predict the reactants needed to synthesize it. The reactants are: [CH:1]1N=[CH:4][N:3]([C:6]([N:8]2[CH:12]=[N:11][CH:10]=[CH:9]2)=[O:7])[CH:2]=1.[CH2:13]([C:16]1[C:24]2[O:23][N:22]=[C:21]([C:25]([F:28])([F:27])[F:26])[C:20]=2[CH:19]=[CH:18][C:17]=1[O:29][CH2:30]CCNC)[CH2:14][CH3:15].[Li+].C[Si]([N-][Si](C)(C)C)(C)C.[S:45]1C=CN=C1N.[NH4+].[Cl-]. (3) Given the product [C:20]1([C:29]2[CH:30]=[CH:31][CH:32]=[CH:33][CH:34]=2)[CH:25]=[CH:24][C:23]([C:9]([N:7]2[CH2:8][C:4](=[N:3][O:2][CH3:1])[CH2:5][C@H:6]2[C:16]([O:18][CH3:19])=[O:17])=[O:11])=[CH:22][CH:21]=1, predict the reactants needed to synthesize it. The reactants are: [CH3:1][O:2][N:3]=[C:4]1[CH2:8][N:7]([C:9]([O:11]C(C)(C)C)=O)[C@H:6]([C:16]([O:18][CH3:19])=[O:17])[CH2:5]1.[C:20]1([C:29]2[CH:34]=[CH:33][CH:32]=[CH:31][CH:30]=2)[CH:25]=[CH:24][C:23](C(Cl)=O)=[CH:22][CH:21]=1. (4) Given the product [Br:1][C:2]1[CH:10]=[C:9]2[C:5]([CH:6]=[C:7]([CH:11]=[O:12])[NH:8]2)=[CH:4][CH:3]=1, predict the reactants needed to synthesize it. The reactants are: [Br:1][C:2]1[CH:10]=[C:9]2[C:5]([CH:6]=[C:7]([CH2:11][OH:12])[NH:8]2)=[CH:4][CH:3]=1. (5) Given the product [Cl:1][C:2]1[CH:10]=[CH:9][CH:8]=[C:7]2[C:3]=1[C:4]([C:16]([OH:21])=[O:22])=[CH:5][N:6]2[CH2:11][C:12]([F:13])([F:14])[F:15], predict the reactants needed to synthesize it. The reactants are: [Cl:1][C:2]1[CH:10]=[CH:9][CH:8]=[C:7]2[C:3]=1[C:4]([C:16](=[O:21])C(F)(F)F)=[CH:5][N:6]2[CH2:11][C:12]([F:15])([F:14])[F:13].[OH-:22].[Na+]. (6) The reactants are: [C:1]([O:5][C:6]([N:8]1[CH2:13][CH2:12][N:11]([S:14]([C:17]2[N:18]([S:27]([C:30]3[CH:35]=[CH:34][CH:33]=[CH:32][CH:31]=3)(=[O:29])=[O:28])[C:19]3[C:24]([CH:25]=2)=[CH:23][C:22]([Cl:26])=[CH:21][CH:20]=3)(=[O:16])=[O:15])[CH2:10][CH:9]1[CH2:36][C:37](OC)=[O:38])=[O:7])([CH3:4])([CH3:3])[CH3:2].[BH4-].[Li+]. Given the product [Cl:26][C:22]1[CH:23]=[C:24]2[C:19](=[CH:20][CH:21]=1)[N:18]([S:27]([C:30]1[CH:31]=[CH:32][CH:33]=[CH:34][CH:35]=1)(=[O:29])=[O:28])[C:17]([S:14]([N:11]1[CH2:12][CH2:13][N:8]([C:6]([O:5][C:1]([CH3:2])([CH3:3])[CH3:4])=[O:7])[CH:9]([CH2:36][CH2:37][OH:38])[CH2:10]1)(=[O:15])=[O:16])=[CH:25]2, predict the reactants needed to synthesize it. (7) Given the product [C:1]([O:4][C@H:5]1[CH2:10][C@@H:9]([C:11]2[CH:16]=[CH:15][N:14]=[CH:13][C:12]=2[NH2:17])[O:8][C@@H:7]([CH2:20][CH3:21])[C@@:6]1([OH:23])[CH3:22])(=[O:3])[CH3:2].[C:1]([O:4][C@@H:5]1[CH2:10][C@H:9]([C:11]2[CH:16]=[CH:15][N:14]=[CH:13][C:12]=2[NH2:17])[O:8][C@H:7]([CH2:20][CH3:21])[C@:6]1([OH:23])[CH3:22])(=[O:3])[CH3:2], predict the reactants needed to synthesize it. The reactants are: [C:1]([O:4][C@@H:5]1[CH2:10][C@H:9]([C:11]2[CH:16]=[CH:15][N:14]=[CH:13][C:12]=2[N+:17]([O-])=O)[O:8][C@H:7]([CH2:20][CH3:21])[C@:6]1([OH:23])[CH3:22])(=[O:3])[CH3:2]. (8) Given the product [Cl:49][C:30]1[N:29]=[C:28]([F:50])[C:27]2[O:26][C:23]3[C:22]([C:33]4([CH2:38][C:37](=[O:39])[N:36]([CH3:40])[C:35]([NH:41][C:42](=[O:48])[O:43][C:44]([CH3:47])([CH3:45])[CH3:46])=[N:34]4)[C:32]=2[CH:31]=1)=[CH:21][C:20]([C:15]1[C:10]([F:9])=[N:11][CH:12]=[CH:13][CH:14]=1)=[CH:25][CH:24]=3, predict the reactants needed to synthesize it. The reactants are: P([O-])([O-])([O-])=O.[K+].[K+].[K+].[F:9][C:10]1[C:15](B(O)O)=[CH:14][CH:13]=[CH:12][N:11]=1.Br[C:20]1[CH:21]=[C:22]2[C:33]3([CH2:38][C:37](=[O:39])[N:36]([CH3:40])[C:35]([NH:41][C:42](=[O:48])[O:43][C:44]([CH3:47])([CH3:46])[CH3:45])=[N:34]3)[C:32]3[CH:31]=[C:30]([Cl:49])[N:29]=[C:28]([F:50])[C:27]=3[O:26][C:23]2=[CH:24][CH:25]=1.